Task: Predict the product of the given reaction.. Dataset: Forward reaction prediction with 1.9M reactions from USPTO patents (1976-2016) (1) Given the reactants CN([CH:4]=[O:5])C.O=P(Cl)(Cl)Cl.[CH3:11][O:12][C:13]1[CH:18]=[CH:17][C:16]([C:19]([C:21]2[N:22]([CH2:26][CH:27]=[CH2:28])[CH:23]=[CH:24][CH:25]=2)=[O:20])=[CH:15][CH:14]=1.C([O-])(=O)C.[Na+], predict the reaction product. The product is: [CH3:11][O:12][C:13]1[CH:14]=[CH:15][C:16]([C:19]([C:21]2[N:22]([CH2:26][CH:27]=[CH2:28])[CH:23]=[C:24]([CH:4]=[O:5])[CH:25]=2)=[O:20])=[CH:17][CH:18]=1. (2) Given the reactants [CH2:1]([N:8]1[C:16]2[C:11](=[CH:12][CH:13]=[C:14]([C:17]3[CH:22]=[CH:21][CH:20]=[C:19]([Cl:23])[CH:18]=3)[CH:15]=2)[CH:10]=[CH:9]1)[C:2]1[CH:7]=[CH:6][CH:5]=[CH:4][CH:3]=1.[C:24](Cl)(=[O:28])[C:25](Cl)=[O:26].[CH2:30]([OH:32])[CH3:31], predict the reaction product. The product is: [CH2:1]([N:8]1[C:16]2[C:11](=[CH:12][CH:13]=[C:14]([C:17]3[CH:22]=[CH:21][CH:20]=[C:19]([Cl:23])[CH:18]=3)[CH:15]=2)[C:10]([C:24](=[O:28])[C:25]([O:32][CH2:30][CH3:31])=[O:26])=[CH:9]1)[C:2]1[CH:3]=[CH:4][CH:5]=[CH:6][CH:7]=1.